Dataset: Reaction yield outcomes from USPTO patents with 853,638 reactions. Task: Predict the reaction yield, written as a fraction of the theoretical maximum amount of product (1.0 means a 100% yield; for example, 0.34 means a 34% yield). (1) The catalyst is C(O)C.O1CCCC1. The product is [F:32][C:26]1[CH:27]=[C:28]([F:31])[CH:29]=[CH:30][C:25]=1[CH2:24][CH2:23][C:12]1[CH:13]=[C:14]([OH:15])[C:9](=[O:8])[NH:10][N:11]=1. The yield is 0.260. The reactants are C([O:8][C:9]1[N:10]=[N:11][C:12]([C:23]#[C:24][C:25]2[CH:30]=[CH:29][C:28]([F:31])=[CH:27][C:26]=2[F:32])=[CH:13][C:14]=1[O:15]CC1C=CC=CC=1)C1C=CC=CC=1. (2) The reactants are [CH3:1][C:2](=[O:7])[CH2:3][C:4](=[O:6])[CH3:5].[OH:8][C:9]1[CH:16]=[CH:15][C:12]([CH:13]=O)=[CH:11][C:10]=1[O:17][CH3:18].B([O:20][CH2:21][CH2:22][CH2:23]C)([O:20][CH2:21][CH2:22][CH2:23]C)[O:20][CH2:21][CH2:22][CH2:23]C.[CH2:35](N)[CH2:36][CH2:37][CH3:38].Cl.[C:41](OCC)(=[O:43])C. No catalyst specified. The product is [OH:8][C:9]1[CH:16]=[CH:15][C:12]([CH:13]=[CH:1][C:2](=[O:7])[CH2:3][C:4](=[O:6])[CH:5]=[CH:38][C:37]2[CH:23]=[CH:22][C:21]([OH:20])=[C:35]([O:43][CH3:41])[CH:36]=2)=[CH:11][C:10]=1[O:17][CH3:18]. The yield is 0.770. (3) The reactants are C(O[B:5]1[O:9][C:8]([CH3:11])([CH3:10])[C:7]([CH3:13])([CH3:12])[O:6]1)(C)C.C([Li])CCC.[F:19][C:20]1[CH:21]=[C:22]([C:27]([CH3:36])([CH3:35])[C:28]([O:30][C:31]([CH3:34])([CH3:33])[CH3:32])=[O:29])[CH:23]=[C:24]([F:26])[CH:25]=1. No catalyst specified. The product is [F:19][C:20]1[CH:21]=[C:22]([C:27]([CH3:36])([CH3:35])[C:28]([O:30][C:31]([CH3:34])([CH3:33])[CH3:32])=[O:29])[CH:23]=[C:24]([F:26])[C:25]=1[B:5]1[O:6][C:7]([CH3:12])([CH3:13])[C:8]([CH3:10])([CH3:11])[O:9]1. The yield is 1.00. (4) The reactants are [CH2:1]([O:8][C:9]1[CH:10]=[C:11]2[C:16](=[CH:17][CH:18]=1)[N:15]=[C:14]([C:19]([N+:26]([O-])=O)([CH3:25])[C:20]([O:22][CH2:23][CH3:24])=[O:21])[CH:13]=[CH:12]2)[CH2:2][CH2:3][CH2:4][CH2:5][CH2:6][CH3:7].C(O)(=O)C. The catalyst is [Zn]. The product is [NH2:26][C:19]([C:14]1[CH:13]=[CH:12][C:11]2[C:16](=[CH:17][CH:18]=[C:9]([O:8][CH2:1][CH2:2][CH2:3][CH2:4][CH2:5][CH2:6][CH3:7])[CH:10]=2)[N:15]=1)([CH3:25])[C:20]([O:22][CH2:23][CH3:24])=[O:21]. The yield is 0.140.